From a dataset of Forward reaction prediction with 1.9M reactions from USPTO patents (1976-2016). Predict the product of the given reaction. (1) The product is: [Cl:19][C:1]1[N:6]=[N:5][CH:4]=[C:3]2[CH:7]=[N:8][CH:9]=[CH:10][C:2]=12. Given the reactants [C:1]1(O)[N:6]=[N:5][CH:4]=[C:3]2[CH:7]=[N:8][CH:9]=[CH:10][C:2]=12.P(Br)(Br)(Br)=O.O=P(Cl)(Cl)[Cl:19], predict the reaction product. (2) The product is: [F:1][C:2]([F:20])([F:21])[CH2:3][O:4][C:5]1[CH:13]=[CH:12][C:11]([O:14][CH2:15][C:16]([F:19])([F:18])[F:17])=[CH:10][C:6]=1[C:7]([O:9][CH3:26])=[O:8]. Given the reactants [F:1][C:2]([F:21])([F:20])[CH2:3][O:4][C:5]1[CH:13]=[CH:12][C:11]([O:14][CH2:15][C:16]([F:19])([F:18])[F:17])=[CH:10][C:6]=1[C:7]([OH:9])=[O:8].S(Cl)(Cl)=O.[C:26]1(C)C=CC=CC=1, predict the reaction product. (3) Given the reactants [NH2:1][C:2]1[CH:11]=[C:10]([O:12][CH3:13])[CH:9]=[CH:8][C:3]=1[C:4]([O:6]C)=O.[N:14]([C:17]1[CH:27]=[CH:26][C:20]([C:21]([O:23][CH2:24][CH3:25])=[O:22])=[CH:19][CH:18]=1)=[C:15]=[S:16], predict the reaction product. The product is: [SH:16][C:15]1[N:14]([C:17]2[CH:27]=[CH:26][C:20]([C:21]([O:23][CH2:24][CH3:25])=[O:22])=[CH:19][CH:18]=2)[C:4](=[O:6])[C:3]2[C:2](=[CH:11][C:10]([O:12][CH3:13])=[CH:9][CH:8]=2)[N:1]=1. (4) Given the reactants [C:1]([O:5][C:6]([N:8]([C:16]1[C:21]([CH3:23])([CH3:22])[S:20](=[O:25])(=[O:24])[CH2:19][C@:18]([C:27]2[CH:32]=[C:31]([N+:33]([O-:35])=[O:34])[CH:30]=[CH:29][C:28]=2[F:36])([CH3:26])[N:17]=1)[C:9](=[O:15])[O:10][C:11]([CH3:14])([CH3:13])[CH3:12])=[O:7])([CH3:4])([CH3:3])[CH3:2].[Li+].C[Si]([N-][Si](C)(C)C)(C)C.[CH3:47][C:48]1([CH3:51])[CH2:50][O:49]1.B(F)(F)F.CCOCC.[Cl-].[NH4+], predict the reaction product. The product is: [C:11]([O:10][C:9]([N:8]([C:16]1[C:21]([CH3:23])([CH3:22])[S:20](=[O:25])(=[O:24])[CH:19]([CH2:47][C:48]([OH:49])([CH3:51])[CH3:50])[C@:18]([C:27]2[CH:32]=[C:31]([N+:33]([O-:35])=[O:34])[CH:30]=[CH:29][C:28]=2[F:36])([CH3:26])[N:17]=1)[C:6](=[O:7])[O:5][C:1]([CH3:2])([CH3:3])[CH3:4])=[O:15])([CH3:12])([CH3:13])[CH3:14]. (5) The product is: [O:13]=[C:12]1[N:8]([C:4]2[CH:5]=[CH:6][CH:7]=[C:2]([NH:1][C:37](=[O:38])[NH:36][C:30]3[CH:35]=[CH:34][CH:33]=[CH:32][CH:31]=3)[CH:3]=2)[CH2:9][CH:10]([C:14]([NH:16][CH:17]([C:24]2[CH:25]=[N:26][CH:27]=[CH:28][CH:29]=2)[CH2:18][C:19]([O:21][CH2:22][CH3:23])=[O:20])=[O:15])[CH2:11]1. Given the reactants [NH2:1][C:2]1[CH:3]=[C:4]([N:8]2[C:12](=[O:13])[CH2:11][CH:10]([C:14]([NH:16][CH:17]([C:24]3[CH:25]=[N:26][CH:27]=[CH:28][CH:29]=3)[CH2:18][C:19]([O:21][CH2:22][CH3:23])=[O:20])=[O:15])[CH2:9]2)[CH:5]=[CH:6][CH:7]=1.[C:30]1([N:36]=[C:37]=[O:38])[CH:35]=[CH:34][CH:33]=[CH:32][CH:31]=1, predict the reaction product.